From a dataset of NCI-60 drug combinations with 297,098 pairs across 59 cell lines. Regression. Given two drug SMILES strings and cell line genomic features, predict the synergy score measuring deviation from expected non-interaction effect. (1) Drug 1: CC1=C(C=C(C=C1)NC(=O)C2=CC=C(C=C2)CN3CCN(CC3)C)NC4=NC=CC(=N4)C5=CN=CC=C5. Drug 2: C#CCC(CC1=CN=C2C(=N1)C(=NC(=N2)N)N)C3=CC=C(C=C3)C(=O)NC(CCC(=O)O)C(=O)O. Cell line: NCI-H460. Synergy scores: CSS=72.6, Synergy_ZIP=3.47, Synergy_Bliss=0.357, Synergy_Loewe=-28.6, Synergy_HSA=-0.352. (2) Drug 1: C1=CC=C(C(=C1)C(C2=CC=C(C=C2)Cl)C(Cl)Cl)Cl. Drug 2: CC1CCCC2(C(O2)CC(NC(=O)CC(C(C(=O)C(C1O)C)(C)C)O)C(=CC3=CSC(=N3)C)C)C. Cell line: HCT116. Synergy scores: CSS=52.6, Synergy_ZIP=-1.94, Synergy_Bliss=-5.70, Synergy_Loewe=-27.8, Synergy_HSA=-4.98. (3) Drug 1: CC1=C(C(CCC1)(C)C)C=CC(=CC=CC(=CC(=O)O)C)C. Drug 2: C(CN)CNCCSP(=O)(O)O. Cell line: HCT-15. Synergy scores: CSS=5.07, Synergy_ZIP=2.60, Synergy_Bliss=2.82, Synergy_Loewe=-2.45, Synergy_HSA=1.01. (4) Drug 1: CC12CCC(CC1=CCC3C2CCC4(C3CC=C4C5=CN=CC=C5)C)O. Drug 2: CC=C1C(=O)NC(C(=O)OC2CC(=O)NC(C(=O)NC(CSSCCC=C2)C(=O)N1)C(C)C)C(C)C. Cell line: MDA-MB-435. Synergy scores: CSS=29.8, Synergy_ZIP=-0.841, Synergy_Bliss=0.531, Synergy_Loewe=-29.3, Synergy_HSA=-0.0425. (5) Drug 1: CN1CCC(CC1)COC2=C(C=C3C(=C2)N=CN=C3NC4=C(C=C(C=C4)Br)F)OC. Drug 2: C1=CN(C(=O)N=C1N)C2C(C(C(O2)CO)O)O.Cl. Cell line: SK-MEL-28. Synergy scores: CSS=18.3, Synergy_ZIP=-6.22, Synergy_Bliss=8.48, Synergy_Loewe=-11.1, Synergy_HSA=5.68. (6) Drug 1: C1CN1P(=S)(N2CC2)N3CC3. Drug 2: COC1=NC(=NC2=C1N=CN2C3C(C(C(O3)CO)O)O)N. Cell line: TK-10. Synergy scores: CSS=15.4, Synergy_ZIP=-5.21, Synergy_Bliss=-6.26, Synergy_Loewe=-1.55, Synergy_HSA=-4.84. (7) Drug 1: CC1=CC2C(CCC3(C2CCC3(C(=O)C)OC(=O)C)C)C4(C1=CC(=O)CC4)C. Drug 2: CC1CCC2CC(C(=CC=CC=CC(CC(C(=O)C(C(C(=CC(C(=O)CC(OC(=O)C3CCCCN3C(=O)C(=O)C1(O2)O)C(C)CC4CCC(C(C4)OC)OCCO)C)C)O)OC)C)C)C)OC. Cell line: UACC-257. Synergy scores: CSS=-5.36, Synergy_ZIP=3.89, Synergy_Bliss=-0.541, Synergy_Loewe=-5.33, Synergy_HSA=-5.52.